Dataset: Reaction yield outcomes from USPTO patents with 853,638 reactions. Task: Predict the reaction yield, written as a fraction of the theoretical maximum amount of product (1.0 means a 100% yield; for example, 0.34 means a 34% yield). (1) The catalyst is CC#N.CCOC(C)=O.O. The reactants are [OH:1][C:2]1[CH:3]=[CH:4][C:5]([CH3:12])=[C:6]([CH:11]=1)[C:7]([O:9][CH3:10])=[O:8].[CH2:13](I)[CH3:14].C([O-])([O-])=O.[K+].[K+]. The product is [CH2:13]([O:1][C:2]1[CH:3]=[CH:4][C:5]([CH3:12])=[C:6]([CH:11]=1)[C:7]([O:9][CH3:10])=[O:8])[CH3:14]. The yield is 0.990. (2) The catalyst is CN(C=O)C.CN(C1C=CN=CC=1)C. The yield is 0.550. The reactants are [CH:1]([C:3]1[CH:8]=[CH:7][C:6]([S:9]([N:12]2[CH2:16][CH2:15][CH2:14][C@H:13]2[C:17]([OH:19])=[O:18])(=[O:11])=[O:10])=[CH:5][CH:4]=1)=[O:2].[Cl:20][C:21]1[CH:22]=[N+:23]([O-:41])[CH:24]=[C:25]([Cl:40])[C:26]=1[CH2:27][C@@H:28]([C:30]1[CH:35]=[CH:34][C:33]([O:36][CH3:37])=[C:32]([O:38][CH3:39])[CH:31]=1)O.C(Cl)CCl. The product is [Cl:40][C:25]1[CH:24]=[N+:23]([O-:41])[CH:22]=[C:21]([Cl:20])[C:26]=1[CH2:27][C@H:28]([O:18][C:17]([C@@H:13]1[CH2:14][CH2:15][CH2:16][N:12]1[S:9]([C:6]1[CH:5]=[CH:4][C:3]([CH:1]=[O:2])=[CH:8][CH:7]=1)(=[O:10])=[O:11])=[O:19])[C:30]1[CH:35]=[CH:34][C:33]([O:36][CH3:37])=[C:32]([O:38][CH3:39])[CH:31]=1. (3) The catalyst is C1(C)C=CC=CC=1.[O-2].[O-2].[Mn+4]. The reactants are [CH2:1]([O:8][C:9]1[CH:10]=[CH:11][C:12]2[O:16][C:15]([CH2:17][OH:18])=[C:14]([CH3:19])[C:13]=2[CH:20]=1)[C:2]1[CH:7]=[CH:6][CH:5]=[CH:4][CH:3]=1. The yield is 0.940. The product is [CH2:1]([O:8][C:9]1[CH:10]=[CH:11][C:12]2[O:16][C:15]([CH:17]=[O:18])=[C:14]([CH3:19])[C:13]=2[CH:20]=1)[C:2]1[CH:3]=[CH:4][CH:5]=[CH:6][CH:7]=1. (4) The reactants are [CH3:1][C:2]1[CH:7]=[C:6]([N+:8]([O-])=O)[C:5]([O:11][CH2:12][CH3:13])=[CH:4][C:3]=1[N:14]1[CH2:19][CH2:18][N:17]([CH2:20][CH2:21][S:22]([CH3:25])(=[O:24])=[O:23])[CH2:16][CH2:15]1. The catalyst is CCO.[Pt]. The product is [CH3:1][C:2]1[C:3]([N:14]2[CH2:15][CH2:16][N:17]([CH2:20][CH2:21][S:22]([CH3:25])(=[O:24])=[O:23])[CH2:18][CH2:19]2)=[CH:4][C:5]([O:11][CH2:12][CH3:13])=[C:6]([CH:7]=1)[NH2:8]. The yield is 0.220. (5) The reactants are [C:1]([C:5]1[CH:6]=[CH:7][C:8]([CH3:20])=[C:9]([CH:19]=1)[O:10][C:11]1[S:12][CH:13]=[C:14]([C:16]([OH:18])=O)[N:15]=1)([CH3:4])([CH3:3])[CH3:2].[NH2:21][C:22]1[C:23]([O:38][CH3:39])=[N:24][C:25]([NH:30][CH2:31][CH2:32][C:33]([O:35][CH2:36][CH3:37])=[O:34])=[N:26][C:27]=1[O:28][CH3:29].C(N(CC)CC)C.CN(C(ON1N=NC2C=CC=CC1=2)=[N+](C)C)C.F[P-](F)(F)(F)(F)F.C(=O)(O)[O-].[Na+]. The catalyst is ClCCl. The product is [C:1]([C:5]1[CH:6]=[CH:7][C:8]([CH3:20])=[C:9]([CH:19]=1)[O:10][C:11]1[S:12][CH:13]=[C:14]([C:16]([NH:21][C:22]2[C:27]([O:28][CH3:29])=[N:26][C:25]([NH:30][CH2:31][CH2:32][C:33]([O:35][CH2:36][CH3:37])=[O:34])=[N:24][C:23]=2[O:38][CH3:39])=[O:18])[N:15]=1)([CH3:2])([CH3:3])[CH3:4]. The yield is 0.810. (6) The reactants are [Br:1][C:2]1[N:7]=[C:6]([C:8](=O)[CH:9]([F:11])[F:10])[C:5]([F:13])=[C:4]([Si:14]([CH2:19][CH3:20])([CH2:17][CH3:18])[CH2:15][CH3:16])[CH:3]=1.[CH3:21][C:22]([S@@:25]([NH2:27])=[O:26])([CH3:24])[CH3:23]. The catalyst is C1COCC1.C(O[Ti](OCC)(OCC)OCC)C. The product is [Br:1][C:2]1[N:7]=[C:6]([C:8](=[N:27][S@:25]([C:22]([CH3:24])([CH3:23])[CH3:21])=[O:26])[CH:9]([F:11])[F:10])[C:5]([F:13])=[C:4]([Si:14]([CH2:19][CH3:20])([CH2:17][CH3:18])[CH2:15][CH3:16])[CH:3]=1. The yield is 0.630. (7) The reactants are [C:1]([O:10][CH3:11])(=[O:9])[C:2]1[C:3](=[CH:5][CH:6]=[CH:7][CH:8]=1)[SH:4].F[C:13]1[CH:18]=[CH:17][CH:16]=[CH:15][C:14]=1[N+:19]([O-:21])=[O:20].[CH3:22][O:23][C:24]([C:26]1[CH:31]=[CH:30][CH:29]=[CH:28][C:27]=1[S:32][C:33]1[CH:39]=[CH:38][CH:37]=[CH:36][C:34]=1[NH2:35])=[O:25].[NH2:40][C:41]1[S:42][CH:43]=[CH:44][N:45]=1. No catalyst specified. The product is [CH3:11][O:10][C:1]([C:2]1[CH:8]=[CH:7][CH:6]=[CH:5][C:3]=1[S:4][C:13]1[CH:18]=[CH:17][CH:16]=[CH:15][C:14]=1[N+:19]([O-:21])=[O:20])=[O:9].[CH3:22][O:23][C:24]([C:26]1[CH:31]=[CH:30][CH:29]=[CH:28][C:27]=1[S:32][C:33]1[CH:39]=[CH:38][CH:37]=[CH:36][C:34]=1[NH:35][C:1]([NH:40][C:41]1[S:42][CH:43]=[CH:44][N:45]=1)=[O:9])=[O:25]. The yield is 0.800. (8) The reactants are [CH3:1][C:2]1([CH3:38])[CH2:10][C:9]2[N:8]([C:11]3[CH:18]=[CH:17][C:14]([C:15]#[N:16])=[C:13]([NH:19][C@H:20]4[CH2:25][CH2:24][C@H:23]([O:26][CH:27]5[CH2:32][CH2:31][CH2:30][CH2:29][O:28]5)[CH2:22][CH2:21]4)[CH:12]=3)[N:7]=[C:6]([C:33]([F:36])([F:35])[F:34])[C:5]=2[C:4](=[O:37])[CH2:3]1.CS(C)=[O:41]. The catalyst is CCO.[OH-].[Na+].OO.[Cl-].[Na+].O. The product is [CH3:1][C:2]1([CH3:38])[CH2:10][C:9]2[N:8]([C:11]3[CH:18]=[CH:17][C:14]([C:15]([NH2:16])=[O:41])=[C:13]([NH:19][C@H:20]4[CH2:25][CH2:24][C@H:23]([O:26][CH:27]5[CH2:32][CH2:31][CH2:30][CH2:29][O:28]5)[CH2:22][CH2:21]4)[CH:12]=3)[N:7]=[C:6]([C:33]([F:35])([F:36])[F:34])[C:5]=2[C:4](=[O:37])[CH2:3]1. The yield is 0.820. (9) The reactants are [Cl:1][C:2]1[CH:7]=[C:6]([Cl:8])[CH:5]=[CH:4][C:3]=1[N:9]1[C:13]([C:14]2[CH:19]=[CH:18][C:17]([OH:20])=[CH:16][CH:15]=2)=[C:12]([CH3:21])[C:11]([C:22]([NH:24][C:25]2[CH:30]=[CH:29][C:28]([CH3:31])=[CH:27][N:26]=2)=[O:23])=[N:10]1.C(N(CC)CC)C.[F:39][C:40]([F:48])([F:47])[CH2:41][CH2:42][S:43](Cl)(=[O:45])=[O:44]. The catalyst is C(Cl)Cl. The product is [F:39][C:40]([F:48])([F:47])[CH2:41][CH2:42][S:43]([O:20][C:17]1[CH:16]=[CH:15][C:14]([C:13]2[N:9]([C:3]3[CH:4]=[CH:5][C:6]([Cl:8])=[CH:7][C:2]=3[Cl:1])[N:10]=[C:11]([C:22]([NH:24][C:25]3[CH:30]=[CH:29][C:28]([CH3:31])=[CH:27][N:26]=3)=[O:23])[C:12]=2[CH3:21])=[CH:19][CH:18]=1)(=[O:45])=[O:44]. The yield is 0.650. (10) The reactants are [CH3:1][N:2]1[CH:11]=[C:10](B2OC(C)(C)C(C)(C)O2)[C:9]2[CH2:8][CH2:7][CH2:6][CH2:5][C:4]=2[C:3]1=[O:21].Cl[C:23]1[C:28]([O:29][CH2:30][CH:31]2[CH2:33][CH2:32]2)=[CH:27][N:26]=[C:25]([S:34]([CH3:37])(=[O:36])=[O:35])[N:24]=1.[O-]P([O-])([O-])=O.[K+].[K+].[K+].O1CCOCC1.O. The catalyst is C1C=CC(P(C2C=CC=CC=2)[C-]2C=CC=C2)=CC=1.C1C=CC(P(C2C=CC=CC=2)[C-]2C=CC=C2)=CC=1.Cl[Pd]Cl.[Fe+2].CC(=O)OCC. The product is [CH:31]1([CH2:30][O:29][C:28]2[C:27]([C:10]3[C:9]4[CH2:8][CH2:7][CH2:6][CH2:5][C:4]=4[C:3](=[O:21])[N:2]([CH3:1])[CH:11]=3)=[N:26][C:25]([S:34]([CH3:37])(=[O:35])=[O:36])=[N:24][CH:23]=2)[CH2:32][CH2:33]1. The yield is 0.670.